Task: Regression. Given a peptide amino acid sequence and an MHC pseudo amino acid sequence, predict their binding affinity value. This is MHC class I binding data.. Dataset: Peptide-MHC class I binding affinity with 185,985 pairs from IEDB/IMGT (1) The peptide sequence is ACMDGFEVV. The MHC is HLA-B58:01 with pseudo-sequence HLA-B58:01. The binding affinity (normalized) is 0.0847. (2) The binding affinity (normalized) is 0.718. The peptide sequence is YYRYNLPTM. The MHC is HLA-A30:02 with pseudo-sequence HLA-A30:02. (3) The peptide sequence is HAEQGLIQY. The MHC is HLA-A02:01 with pseudo-sequence HLA-A02:01. The binding affinity (normalized) is 0. (4) The peptide sequence is LKHLNPCDYV. The MHC is H-2-Kb with pseudo-sequence H-2-Kb. The binding affinity (normalized) is 0.214. (5) The peptide sequence is WRQEIGHPK. The MHC is HLA-B15:01 with pseudo-sequence HLA-B15:01. The binding affinity (normalized) is 0.0847. (6) The peptide sequence is EHSWNADLY. The MHC is HLA-A26:01 with pseudo-sequence HLA-A26:01. The binding affinity (normalized) is 0.224. (7) The peptide sequence is RYRRLIQIL. The MHC is HLA-A26:02 with pseudo-sequence HLA-A26:02. The binding affinity (normalized) is 0.0847.